From a dataset of NCI-60 drug combinations with 297,098 pairs across 59 cell lines. Regression. Given two drug SMILES strings and cell line genomic features, predict the synergy score measuring deviation from expected non-interaction effect. (1) Drug 1: CC1C(C(CC(O1)OC2CC(OC(C2O)C)OC3=CC4=CC5=C(C(=O)C(C(C5)C(C(=O)C(C(C)O)O)OC)OC6CC(C(C(O6)C)O)OC7CC(C(C(O7)C)O)OC8CC(C(C(O8)C)O)(C)O)C(=C4C(=C3C)O)O)O)O. Drug 2: B(C(CC(C)C)NC(=O)C(CC1=CC=CC=C1)NC(=O)C2=NC=CN=C2)(O)O. Cell line: SK-MEL-28. Synergy scores: CSS=61.1, Synergy_ZIP=2.29, Synergy_Bliss=2.38, Synergy_Loewe=-6.16, Synergy_HSA=2.66. (2) Drug 1: C1=CC(=CC=C1C#N)C(C2=CC=C(C=C2)C#N)N3C=NC=N3. Drug 2: CCC1(CC2CC(C3=C(CCN(C2)C1)C4=CC=CC=C4N3)(C5=C(C=C6C(=C5)C78CCN9C7C(C=CC9)(C(C(C8N6C=O)(C(=O)OC)O)OC(=O)C)CC)OC)C(=O)OC)O.OS(=O)(=O)O. Cell line: SK-MEL-28. Synergy scores: CSS=18.7, Synergy_ZIP=-6.66, Synergy_Bliss=-2.19, Synergy_Loewe=-45.1, Synergy_HSA=-11.2. (3) Drug 1: C1CCC(CC1)NC(=O)N(CCCl)N=O. Drug 2: CCCS(=O)(=O)NC1=C(C(=C(C=C1)F)C(=O)C2=CNC3=C2C=C(C=N3)C4=CC=C(C=C4)Cl)F. Cell line: HOP-92. Synergy scores: CSS=19.8, Synergy_ZIP=-7.37, Synergy_Bliss=-0.854, Synergy_Loewe=-2.96, Synergy_HSA=-1.94. (4) Drug 1: C1CN(CCN1C(=O)CCBr)C(=O)CCBr. Drug 2: C(CCl)NC(=O)N(CCCl)N=O. Cell line: NCI-H322M. Synergy scores: CSS=0.532, Synergy_ZIP=-1.00, Synergy_Bliss=-2.86, Synergy_Loewe=-5.15, Synergy_HSA=-4.08. (5) Drug 1: CS(=O)(=O)C1=CC(=C(C=C1)C(=O)NC2=CC(=C(C=C2)Cl)C3=CC=CC=N3)Cl. Drug 2: CC12CCC3C(C1CCC2O)C(CC4=C3C=CC(=C4)O)CCCCCCCCCS(=O)CCCC(C(F)(F)F)(F)F. Cell line: SNB-19. Synergy scores: CSS=2.71, Synergy_ZIP=-0.0560, Synergy_Bliss=0.0935, Synergy_Loewe=1.64, Synergy_HSA=0.0695. (6) Drug 1: CC1C(C(CC(O1)OC2CC(CC3=C2C(=C4C(=C3O)C(=O)C5=C(C4=O)C(=CC=C5)OC)O)(C(=O)C)O)N)O.Cl. Drug 2: C1=NNC2=C1C(=O)NC=N2. Cell line: OVCAR-8. Synergy scores: CSS=24.0, Synergy_ZIP=-7.70, Synergy_Bliss=0.829, Synergy_Loewe=-16.5, Synergy_HSA=-0.0596. (7) Drug 1: CS(=O)(=O)CCNCC1=CC=C(O1)C2=CC3=C(C=C2)N=CN=C3NC4=CC(=C(C=C4)OCC5=CC(=CC=C5)F)Cl. Drug 2: C1=NC2=C(N1)C(=S)N=CN2. Cell line: U251. Synergy scores: CSS=32.1, Synergy_ZIP=-12.0, Synergy_Bliss=-19.0, Synergy_Loewe=-18.1, Synergy_HSA=-15.8.